Task: Binary Classification. Given a drug SMILES string, predict its activity (active/inactive) in a high-throughput screening assay against a specified biological target.. Dataset: Choline transporter screen with 302,306 compounds The molecule is Clc1ccc(S(=O)(=O)N2C(CC(=O)Nc3c2cccc3)C)cc1. The result is 0 (inactive).